From a dataset of Forward reaction prediction with 1.9M reactions from USPTO patents (1976-2016). Predict the product of the given reaction. (1) The product is: [Cl:1][C:2]1[N:10]=[CH:9][C:8]([Cl:11])=[CH:7][C:3]=1[C:4]([NH:26][C:24](=[NH:25])[CH2:23][O:22][CH2:21][CH2:20][C:17]1[CH:18]=[CH:19][C:14]([F:13])=[CH:15][CH:16]=1)=[O:6]. Given the reactants [Cl:1][C:2]1[N:10]=[CH:9][C:8]([Cl:11])=[CH:7][C:3]=1[C:4]([OH:6])=O.Cl.[F:13][C:14]1[CH:19]=[CH:18][C:17]([CH2:20][CH2:21][O:22][CH2:23][C:24]([NH2:26])=[NH:25])=[CH:16][CH:15]=1.CN(C(ON1N=NC2C=CC=CC1=2)=[N+](C)C)C.[B-](F)(F)(F)F.CCN(C(C)C)C(C)C, predict the reaction product. (2) Given the reactants [F-].[K+].[F:3][C:4]([Si](C)(C)C)([F:6])[F:5].I[C:12]1[CH:13]=[N:14][C:15]([O:18][CH:19]2[CH2:24][CH2:23][N:22]([C:25]([O:27][C:28]([CH3:31])([CH3:30])[CH3:29])=[O:26])[CH2:21][CH2:20]2)=[N:16][CH:17]=1, predict the reaction product. The product is: [F:3][C:4]([F:6])([F:5])[C:12]1[CH:17]=[N:16][C:15]([O:18][CH:19]2[CH2:20][CH2:21][N:22]([C:25]([O:27][C:28]([CH3:31])([CH3:30])[CH3:29])=[O:26])[CH2:23][CH2:24]2)=[N:14][CH:13]=1.